This data is from Reaction yield outcomes from USPTO patents with 853,638 reactions. The task is: Predict the reaction yield, written as a fraction of the theoretical maximum amount of product (1.0 means a 100% yield; for example, 0.34 means a 34% yield). (1) The reactants are FC(F)(F)S([O:6][S:7]([C:10]([F:13])([F:12])[F:11])(=[O:9])=[O:8])(=O)=O.N1C=CC=CC=1.[F:22][C:23]([F:42])([F:41])[C:24]1[CH:25]=[C:26]([NH:30][C:31]2[N:40]=[C:34]3[C:35](O)=[CH:36][CH:37]=[CH:38][N:33]3[N:32]=2)[CH:27]=[CH:28][CH:29]=1.Cl. The catalyst is O. The product is [F:13][C:10]([F:11])([F:12])[S:7]([O:6][C:35]1[C:34]2[N:33]([N:32]=[C:31]([NH:30][C:26]3[CH:27]=[CH:28][CH:29]=[C:24]([C:23]([F:22])([F:41])[F:42])[CH:25]=3)[N:40]=2)[CH:38]=[CH:37][CH:36]=1)(=[O:8])=[O:9]. The yield is 0.660. (2) The reactants are Br[C:2]1[C:3]([OH:21])=[N:4][C:5]([N:8]2[CH2:13][CH2:12][N:11](C(OC(C)(C)C)=O)[CH2:10][CH2:9]2)=[N:6][CH:7]=1.[Br-].[CH2:23]([Zn+])[C:24]1[CH:29]=[CH:28][CH:27]=[CH:26][CH:25]=1. The catalyst is C1COCC1.C(OCC)(=O)C.CC(P(C(C)(C)C)C1C=CC(N(C)C)=CC=1)(C)C.CC(P(C(C)(C)C)C1C=CC(N(C)C)=CC=1)(C)C.Cl[Pd]Cl. The product is [CH2:23]([C:2]1[C:3]([OH:21])=[N:4][C:5]([N:8]2[CH2:9][CH2:10][NH:11][CH2:12][CH2:13]2)=[N:6][CH:7]=1)[C:24]1[CH:29]=[CH:28][CH:27]=[CH:26][CH:25]=1. The yield is 0.540. (3) The reactants are [NH2:1][C:2]1[CH:7]=[CH:6][N:5]=[CH:4][N:3]=1.CS[C:10]1[S:11]/[C:12](=[CH:16]\[C:17]2[CH:18]=[C:19]3[C:24](=[CH:25][CH:26]=2)[N:23]=[CH:22][CH:21]=[CH:20]3)/[C:13](=[O:15])[N:14]=1. The catalyst is O1CCOCC1.ClCCl. The product is [N:5]1[CH:6]=[CH:7][C:2]([NH:1][C:10]2[S:11]/[C:12](=[CH:16]\[C:17]3[CH:18]=[C:19]4[C:24](=[CH:25][CH:26]=3)[N:23]=[CH:22][CH:21]=[CH:20]4)/[C:13](=[O:15])[N:14]=2)=[N:3][CH:4]=1. The yield is 0.300. (4) The reactants are CN1CCOCC1.Cl[C:9]1[N:14]=[C:13](OC)[N:12]=[C:11](OC)[N:10]=1.[C:19]([O:23][C:24]([NH:26][C:27]([CH3:46])([CH3:45])[C:28]([NH:30][C@H:31]([CH2:35][C:36]1[C:44]2[C:39](=[CH:40][CH:41]=[CH:42][CH:43]=2)[NH:38][CH:37]=1)[C:32]([OH:34])=O)=[O:29])=[O:25])([CH3:22])([CH3:21])[CH3:20].Cl.NC1N=C([CH:54]([C:62]2[CH:67]=[CH:66][CH:65]=[CH:64][CH:63]=2)[C:55]([N:57]2[CH2:61][CH2:60][CH2:59][CH2:58]2)=[O:56])NC=1. The catalyst is O1CCCC1. The product is [NH:38]1[C:39]2[C:44](=[CH:43][CH:42]=[CH:41][CH:40]=2)[C:36]([CH2:35][C@@H:31]([NH:30][C:28](=[O:29])[C:27]([NH:26][C:24]([O:23][C:19]([CH3:21])([CH3:22])[CH3:20])=[O:25])([CH3:45])[CH3:46])[C:32](=[O:34])[NH:10][C:9]2[N:14]=[CH:13][N:12]([CH:54]([C:62]3[CH:63]=[CH:64][CH:65]=[CH:66][CH:67]=3)[C:55](=[O:56])[N:57]3[CH2:58][CH2:59][CH2:60][CH2:61]3)[CH:11]=2)=[CH:37]1. The yield is 0.315. (5) The reactants are [CH2:1]([O:8][CH2:9][CH:10]=[O:11])[C:2]1[CH:7]=[CH:6][CH:5]=[CH:4][CH:3]=1.[CH:12]([Mg]Br)=[CH2:13].[C:16](OC(=O)C)(=[O:18])[CH3:17].O. The catalyst is C1COCC1.CCOC(C)=O. The product is [C:16]([O:11][CH:10]([CH:12]=[CH2:13])[CH2:9][O:8][CH2:1][C:2]1[CH:7]=[CH:6][CH:5]=[CH:4][CH:3]=1)(=[O:18])[CH3:17]. The yield is 0.970. (6) The reactants are COC(=O)[C@H]([O:11][C:12]1[C:13](=[O:46])[N:14]([C:39]2[N:40]=[N:41][C:42]([CH3:45])=[CH:43][CH:44]=2)[C@H:15]([C:28]2[CH:33]=[CH:32][C:31]([O:34][C:35]([F:38])([F:37])[F:36])=[CH:30][CH:29]=2)[C:16]=1[C:17](=[O:27])[C:18]1[CH:23]=[CH:22][C:21]([CH:24]([CH3:26])[CH3:25])=[CH:20][CH:19]=1)C1C=CC=CC=1. The catalyst is CS(C)=O. The product is [OH:11][C:12]1[C:13](=[O:46])[N:14]([C:39]2[N:40]=[N:41][C:42]([CH3:45])=[CH:43][CH:44]=2)[C@H:15]([C:28]2[CH:33]=[CH:32][C:31]([O:34][C:35]([F:37])([F:38])[F:36])=[CH:30][CH:29]=2)[C:16]=1[C:17](=[O:27])[C:18]1[CH:23]=[CH:22][C:21]([CH:24]([CH3:26])[CH3:25])=[CH:20][CH:19]=1. The yield is 0.430. (7) The reactants are [NH2:1][C:2]1[CH:3]=[C:4]([CH:21]=[CH:22][CH:23]=1)[O:5][C:6]1[CH:7]=[CH:8][C:9]2[N:10]([CH:12]=[C:13]([NH:15][C:16]([CH:18]3[CH2:20][CH2:19]3)=[O:17])[N:14]=2)[N:11]=1.[F:24][C:25]([F:36])([F:35])[C:26]1[CH:34]=[CH:33][CH:32]=[CH:31][C:27]=1[C:28](O)=[O:29].C(Cl)(=O)C(Cl)=O.O1CCCC1. The catalyst is CN(C)C=O.CN1CCCC1=O. The product is [CH:18]1([C:16]([NH:15][C:13]2[N:14]=[C:9]3[CH:8]=[CH:7][C:6]([O:5][C:4]4[CH:3]=[C:2]([NH:1][C:28](=[O:29])[C:27]5[CH:31]=[CH:32][CH:33]=[CH:34][C:26]=5[C:25]([F:24])([F:35])[F:36])[CH:23]=[CH:22][CH:21]=4)=[N:11][N:10]3[CH:12]=2)=[O:17])[CH2:20][CH2:19]1. The yield is 0.750. (8) The reactants are [NH2:1][C:2]1[S:6][C:5]([C:7]([O:9][CH3:10])=[O:8])=[CH:4][CH:3]=1.[O:11]1[CH2:16][CH2:15][C:14](=O)[CH2:13][CH2:12]1.CC(O)=O.[BH-](OC(C)=O)(OC(C)=O)OC(C)=O.[Na+]. The catalyst is C(Cl)Cl. The product is [O:11]1[CH2:16][CH2:15][CH:14]([NH:1][C:2]2[S:6][C:5]([C:7]([O:9][CH3:10])=[O:8])=[CH:4][CH:3]=2)[CH2:13][CH2:12]1. The yield is 0.700. (9) The reactants are [Cl:1][C:2]1[CH:7]=[CH:6][C:5]([Cl:8])=[CH:4][C:3]=1[S:9](Cl)(=[O:11])=[O:10].[N:13]1C=CC=CC=1.N[C:20]1[CH:29]=[CH:28][C:23]2[N:24]=[C:25]([CH3:27])[O:26][C:22]=2[CH:21]=1.C([O-])(O)=O.[Na+]. The catalyst is ClCCl. The product is [Cl:1][C:2]1[C:7]([C:20]2[CH:29]=[CH:28][C:23]3[N:24]=[C:25]([CH3:27])[O:26][C:22]=3[CH:21]=2)=[CH:6][C:5]([Cl:8])=[CH:4][C:3]=1[S:9]([NH2:13])(=[O:11])=[O:10]. The yield is 0.640.